Predict the reactants needed to synthesize the given product. From a dataset of Full USPTO retrosynthesis dataset with 1.9M reactions from patents (1976-2016). (1) Given the product [CH3:1][C:2]1[C:7]([C:8]([Cl:14])=[O:10])=[CH:6][CH:5]=[CH:4][N:3]=1, predict the reactants needed to synthesize it. The reactants are: [CH3:1][C:2]1[C:7]([C:8]([OH:10])=O)=[CH:6][CH:5]=[CH:4][N:3]=1.C(Cl)(=O)C([Cl:14])=O.CN(C)C=O. (2) Given the product [CH3:32][S:33]([O:1][CH2:2][CH2:3][C:4]1[CH:5]=[CH:6][C:7]([O:8][CH2:9][CH2:10][O:11][CH2:12][C:13]2[CH:20]=[CH:19][CH:18]=[C:15]([C:16]#[N:17])[CH:14]=2)=[CH:21][CH:22]=1)(=[O:35])=[O:34], predict the reactants needed to synthesize it. The reactants are: [OH:1][CH2:2][CH2:3][C:4]1[CH:22]=[CH:21][C:7]([O:8][CH2:9][CH2:10][O:11][CH2:12][C:13]2[CH:14]=[C:15]([CH:18]=[CH:19][CH:20]=2)[C:16]#[N:17])=[CH:6][CH:5]=1.C(N(C(C)C)CC)(C)C.[CH3:32][S:33](Cl)(=[O:35])=[O:34]. (3) Given the product [Br:1][C:2]1[CH:7]=[CH:6][C:5]([C:8]2([CH2:14][CH3:15])[CH2:10][CH2:9]2)=[CH:4][CH:3]=1, predict the reactants needed to synthesize it. The reactants are: [Br:1][C:2]1[CH:7]=[CH:6][C:5]([C:8]2(OC)[CH2:10][CH2:9]2)=[CH:4][CH:3]=1.Cl[C:14]1C=C(Cl)C=C(Cl)[C:15]=1O.C([Zn]CC)C.C(I)I.BrC1C=CC(C(=C)CC)=CC=1. (4) Given the product [CH2:1]([O:3][C:4](=[O:15])[CH:5]([N:7]([CH2:8][C:9]1[CH:14]=[CH:13][CH:12]=[CH:11][CH:10]=1)[CH2:24][CH2:23][Cl:22])[CH3:6])[CH3:2], predict the reactants needed to synthesize it. The reactants are: [CH2:1]([O:3][C:4](=[O:15])[CH:5]([NH:7][CH2:8][C:9]1[CH:14]=[CH:13][CH:12]=[CH:11][CH:10]=1)[CH3:6])[CH3:2].[O-]S([O-])(=O)=O.[Mg+2].[Cl:22][CH2:23][CH:24]=O.C(O)(=O)C.C(O[BH-](OC(=O)C)OC(=O)C)(=O)C.[Na+].